Task: Predict the product of the given reaction.. Dataset: Forward reaction prediction with 1.9M reactions from USPTO patents (1976-2016) (1) Given the reactants [Cl:1][C:2]1[CH:7]=[CH:6][C:5]([S:8](Cl)(=[O:10])=[O:9])=[CH:4][CH:3]=1.[N-:12]=[N+:13]=[N-:14].[Na+], predict the reaction product. The product is: [Cl:1][C:2]1[CH:7]=[CH:6][C:5]([S:8]([N:12]=[N+:13]=[N-:14])(=[O:10])=[O:9])=[CH:4][CH:3]=1. (2) Given the reactants [CH2:1]([O:5][C:6]1[N:14]=[C:13]2[C:9]([N:10]=[C:11]([O:28][CH3:29])[N:12]2[CH2:15][CH2:16][CH2:17][CH2:18][CH2:19][CH2:20][N:21]2[CH2:26][CH2:25][N:24]([CH3:27])[CH2:23][CH2:22]2)=[C:8]([NH2:30])[N:7]=1)[CH2:2][CH2:3][CH3:4].[CH2:31](OC1N=C2C(N=C(OC)N2CCCCCCCl)=C(N)N=1)CCC.C(N1CCNCC1)C, predict the reaction product. The product is: [CH2:1]([O:5][C:6]1[N:14]=[C:13]2[C:9]([N:10]=[C:11]([O:28][CH3:29])[N:12]2[CH2:15][CH2:16][CH2:17][CH2:18][CH2:19][CH2:20][N:21]2[CH2:22][CH2:23][N:24]([CH2:27][CH3:31])[CH2:25][CH2:26]2)=[C:8]([NH2:30])[N:7]=1)[CH2:2][CH2:3][CH3:4]. (3) Given the reactants [OH:1][C:2]1[C:3]([C:8]([O:10][CH3:11])=[O:9])=[N:4][CH:5]=[CH:6][CH:7]=1.I[CH2:13][CH2:14][CH3:15].C(=O)([O-])[O-].[K+].[K+].C(OCC)(=O)C, predict the reaction product. The product is: [CH2:13]([O:1][C:2]1[C:3]([C:8]([O:10][CH3:11])=[O:9])=[N:4][CH:5]=[CH:6][CH:7]=1)[CH2:14][CH3:15]. (4) The product is: [CH2:1]([N:3]1[C:12]2[C:7](=[CH:8][C:9]([C:13]3[CH:14]=[N:15][C:16]([NH:28][C:29](=[O:33])[NH:30][CH2:31][CH3:32])=[CH:17][C:18]=3[C:19]3[S:20][CH:21]=[C:22]([C:24]([F:26])([F:27])[F:25])[N:23]=3)=[CH:10][N:11]=2)[C:6](=[O:34])[C:5]([C:35]([OH:37])=[O:36])=[CH:4]1)[CH3:2]. Given the reactants [CH2:1]([N:3]1[C:12]2[C:7](=[CH:8][C:9]([C:13]3[CH:14]=[N:15][C:16]([NH:28][C:29](=[O:33])[NH:30][CH2:31][CH3:32])=[CH:17][C:18]=3[C:19]3[S:20][CH:21]=[C:22]([C:24]([F:27])([F:26])[F:25])[N:23]=3)=[CH:10][N:11]=2)[C:6](=[O:34])[C:5]([C:35]([O:37]CC)=[O:36])=[CH:4]1)[CH3:2], predict the reaction product. (5) Given the reactants [Cl:1][C:2]1[N:7]=[C:6]([N:8](C(OC(C)(C)C)=O)[N:9](C(OC(C)(C)C)=O)C(OC(C)(C)C)=O)[C:5]([F:31])=[C:4]([N:32]2[CH2:41][CH2:40][N:39]3[C@@H:34]([CH2:35][O:36][CH2:37][CH2:38]3)[CH2:33]2)[N:3]=1.Cl.O1CCOCC1, predict the reaction product. The product is: [Cl:1][C:2]1[N:3]=[C:4]([N:32]2[CH2:41][CH2:40][N:39]3[C@@H:34]([CH2:35][O:36][CH2:37][CH2:38]3)[CH2:33]2)[C:5]([F:31])=[C:6]([NH:8][NH2:9])[N:7]=1.